Dataset: Catalyst prediction with 721,799 reactions and 888 catalyst types from USPTO. Task: Predict which catalyst facilitates the given reaction. (1) Reactant: [Br:1][CH2:2][C:3]([C:5]1[CH:10]=[CH:9][C:8]([Br:11])=[CH:7][CH:6]=1)=O.[CH3:12][C:13]1[CH:18]=[CH:17][N:16]=[C:15]([NH2:19])[CH:14]=1.Br. Product: [BrH:1].[Br:11][C:8]1[CH:9]=[CH:10][C:5]([C:3]2[N:19]=[C:15]3[CH:14]=[C:13]([CH3:12])[CH:18]=[CH:17][N:16]3[CH:2]=2)=[CH:6][CH:7]=1. The catalyst class is: 212. (2) Reactant: [CH3:1][O:2][C:3]([CH:5]1[CH2:9][CH:8]([NH2:10])[CH2:7][N:6]1[C:11]([O:13][C:14]([CH3:17])([CH3:16])[CH3:15])=[O:12])=[O:4].CCN(C(C)C)C(C)C.[F:27][C:28]([F:35])([F:34])[C:29](OCC)=[O:30]. Product: [CH3:1][O:2][C:3]([CH:5]1[CH2:9][CH:8]([NH:10][C:29](=[O:30])[C:28]([F:35])([F:34])[F:27])[CH2:7][N:6]1[C:11]([O:13][C:14]([CH3:17])([CH3:16])[CH3:15])=[O:12])=[O:4]. The catalyst class is: 370. (3) Reactant: Br[C:2]1[CH:3]=[CH:4][C:5]([C:8]2[CH2:12][C@@H:11]([C@@H:13]3[CH2:17][O:16][C:15]([CH3:19])([CH3:18])[O:14]3)[O:10][N:9]=2)=[N:6][CH:7]=1.[F:20][C:21]1[CH:22]=[C:23]([N:36]2[CH2:40][C@H:39]([CH2:41][N:42]3[CH:46]=[CH:45][N:44]=[N:43]3)[O:38][C:37]2=[O:47])[CH:24]=[CH:25][C:26]=1B1OC(C)(C)C(C)(C)O1.C(=O)([O-])[O-].[K+].[K+].O. Product: [CH3:18][C:15]1([CH3:19])[O:14][C@H:13]([C@H:11]2[O:10][N:9]=[C:8]([C:5]3[N:6]=[CH:7][C:2]([C:26]4[CH:25]=[CH:24][C:23]([N:36]5[CH2:40][C@H:39]([CH2:41][N:42]6[CH:46]=[CH:45][N:44]=[N:43]6)[O:38][C:37]5=[O:47])=[CH:22][C:21]=4[F:20])=[CH:3][CH:4]=3)[CH2:12]2)[CH2:17][O:16]1. The catalyst class is: 42. (4) The catalyst class is: 85. Product: [CH2:26]([C:29]1([S:32]([N:8]2[C:9]3[C:5](=[C:4]([F:3])[C:15](=[O:16])[N:14]4[C:10]=3[CH2:11][CH2:12][CH2:13]4)[N:6]([C:18]3[CH:23]=[CH:22][C:21]([I:24])=[CH:20][C:19]=3[F:25])[C:7]2=[O:17])(=[O:34])=[O:33])[CH2:31][CH2:30]1)[CH:27]=[CH2:28]. Reactant: [H-].[Na+].[F:3][C:4]1[C:15](=[O:16])[N:14]2[C:10]([CH2:11][CH2:12][CH2:13]2)=[C:9]2[C:5]=1[N:6]([C:18]1[CH:23]=[CH:22][C:21]([I:24])=[CH:20][C:19]=1[F:25])[C:7](=[O:17])[NH:8]2.[CH2:26]([C:29]1([S:32](Cl)(=[O:34])=[O:33])[CH2:31][CH2:30]1)[CH:27]=[CH2:28].CO. (5) Reactant: F[C:2]1[CH:9]=[CH:8][C:5]([C:6]#[N:7])=[CH:4][CH:3]=1.[NH:10]1[CH:14]=[CH:13][CH:12]=[N:11]1.C(=O)([O-])[O-].[K+].[K+].O. Product: [N:10]1([C:2]2[CH:9]=[CH:8][C:5]([C:6]#[N:7])=[CH:4][CH:3]=2)[CH:14]=[CH:13][CH:12]=[N:11]1. The catalyst class is: 3. (6) Product: [F:11][C:4]1[C:3]([O:2][CH3:1])=[CH:8][CH:7]=[C:6]([O:9][CH3:10])[C:5]=1[CH:17]([OH:19])[CH3:18]. The catalyst class is: 1. Reactant: [CH3:1][O:2][C:3]1[CH:8]=[CH:7][C:6]([O:9][CH3:10])=[CH:5][C:4]=1[F:11].[Li]CCCC.[CH:17](=[O:19])[CH3:18]. (7) Reactant: Cl[C:2]1[N:7]=[CH:6][C:5]2[C:8]([N:14]3[CH2:18][CH2:17][N:16]([CH3:19])[C:15]3=[O:20])=[N:9][N:10]([CH:11]([CH3:13])[CH3:12])[C:4]=2[CH:3]=1.[NH2:21][C:22]1[CH:27]=[CH:26][N:25]=[C:24]([N:28]2[CH2:33][CH2:32][C@H:31]([OH:34])[C@H:30]([F:35])[CH2:29]2)[N:23]=1.C1(P(C2C=CC=CC=2)C2C3OC4C(=CC=CC=4P(C4C=CC=CC=4)C4C=CC=CC=4)C(C)(C)C=3C=CC=2)C=CC=CC=1.C(=O)([O-])[O-].[Cs+].[Cs+]. Product: [F:35][C@H:30]1[C@@H:31]([OH:34])[CH2:32][CH2:33][N:28]([C:24]2[N:23]=[C:22]([NH:21][C:2]3[N:7]=[CH:6][C:5]4[C:8]([N:14]5[CH2:18][CH2:17][N:16]([CH3:19])[C:15]5=[O:20])=[N:9][N:10]([CH:11]([CH3:13])[CH3:12])[C:4]=4[CH:3]=3)[CH:27]=[CH:26][N:25]=2)[CH2:29]1. The catalyst class is: 62. (8) Reactant: [BH4-].[Na+].[C:3]([N:10]1[CH2:15][CH2:14][C:13](=[O:16])[CH2:12][CH:11]1[CH3:17])([O:5][C:6]([CH3:9])([CH3:8])[CH3:7])=[O:4]. Product: [C:3]([N:10]1[CH2:15][CH2:14][C@@H:13]([OH:16])[CH2:12][C@@H:11]1[CH3:17])([O:5][C:6]([CH3:9])([CH3:8])[CH3:7])=[O:4]. The catalyst class is: 14. (9) Product: [CH:23]1([CH2:22][O:21][C:20]2[C:15]3[N:16]([C:12]([C:10]([NH:9][CH2:8][C:53]4[CH:54]=[CH:49][N:50]=[C:51]([N:30]5[CH2:31][CH2:32][CH:33]([C:36]([OH:38])=[O:37])[CH2:34][CH2:35]5)[CH:52]=4)=[O:11])=[C:13]([CH3:29])[N:14]=3)[CH:17]=[CH:18][CH:19]=2)[CH2:24][CH2:25][CH2:26][CH2:27][CH2:28]1. The catalyst class is: 13. Reactant: ClC1N=CC([CH2:8][NH:9][C:10]([C:12]2[N:16]3[CH:17]=[CH:18][CH:19]=[C:20]([O:21][CH2:22][CH:23]4[CH2:28][CH2:27][CH2:26][CH2:25][CH2:24]4)[C:15]3=[N:14][C:13]=2[CH3:29])=[O:11])=CC=1.[NH:30]1[CH2:35][CH2:34][CH:33]([C:36]([O:38]CC)=[O:37])[CH2:32][CH2:31]1.C(=O)([O-])[O-].[K+].[K+].[Cl-].[NH4+].[CH3:49][N:50]1[CH2:54][CH2:53][CH2:52][C:51]1=O.